Dataset: Catalyst prediction with 721,799 reactions and 888 catalyst types from USPTO. Task: Predict which catalyst facilitates the given reaction. (1) Reactant: [CH3:1][CH:2]1[C:7](=[CH:8][CH2:9][CH3:10])[CH2:6][CH2:5][CH:4]([CH:11]2[CH2:20][CH2:19][C:14]3([O:18][CH2:17][CH2:16][O:15]3)[CH2:13][CH2:12]2)[CH2:3]1. Product: [CH3:1][CH:2]1[CH:7]([CH2:8][CH2:9][CH3:10])[CH2:6][CH2:5][CH:4]([CH:11]2[CH2:12][CH2:13][C:14]3([O:15][CH2:16][CH2:17][O:18]3)[CH2:19][CH2:20]2)[CH2:3]1. The catalyst class is: 403. (2) Reactant: Cl[C:2]1[N:7]=[C:6]([NH2:8])[CH:5]=[C:4]([Cl:9])[N:3]=1.CCN(C(C)C)C(C)C.[NH:19]1[CH2:24][CH2:23][O:22][CH2:21][CH2:20]1. Product: [Cl:9][C:4]1[N:3]=[C:2]([N:19]2[CH2:24][CH2:23][O:22][CH2:21][CH2:20]2)[N:7]=[C:6]([NH2:8])[CH:5]=1. The catalyst class is: 41.